Predict the reaction yield, written as a fraction of the theoretical maximum amount of product (1.0 means a 100% yield; for example, 0.34 means a 34% yield). From a dataset of Reaction yield outcomes from USPTO patents with 853,638 reactions. (1) The yield is 0.460. The catalyst is C1COCC1.O. The product is [C:14]([O:13][C:11]([N:1]1[CH2:6][CH2:5][CH:4]([CH2:7][C:8]([OH:10])=[O:9])[CH2:3][CH2:2]1)=[O:12])([CH3:17])([CH3:16])[CH3:15]. The reactants are [NH:1]1[CH2:6][CH2:5][CH:4]([CH2:7][C:8]([OH:10])=[O:9])[CH2:3][CH2:2]1.[C:11](O[C:11]([O:13][C:14]([CH3:17])([CH3:16])[CH3:15])=[O:12])([O:13][C:14]([CH3:17])([CH3:16])[CH3:15])=[O:12].C(=O)(O)[O-].[Na+]. (2) The reactants are C(OC([N:8]1[CH2:13][CH2:12][CH:11]([NH:14][C:15]([N:17]2[C@@:21]([C:23]3[CH:28]=[CH:27][C:26]([Cl:29])=[CH:25][CH:24]=3)([CH3:22])[C@@:20]([C:31]3[CH:36]=[CH:35][C:34]([Cl:37])=[CH:33][CH:32]=3)([CH3:30])[N:19]=[C:18]2[C:38]2[CH:39]=[N:40][C:41]([C:47]([CH3:50])([CH3:49])[CH3:48])=[CH:42][C:43]=2[O:44][CH2:45][CH3:46])=[O:16])[CH2:10][CH2:9]1)=O)(C)(C)C.C(=O)([O-])[O-].[K+].[K+].I[CH2:58][C:59]([NH2:61])=[O:60]. The catalyst is CN(C)C=O.C(OCC)(=O)C. The product is [C:59]([CH2:58][N:8]1[CH2:13][CH2:12][CH:11]([NH:14][C:15]([N:17]2[C@@:21]([C:23]3[CH:28]=[CH:27][C:26]([Cl:29])=[CH:25][CH:24]=3)([CH3:22])[C@@:20]([C:31]3[CH:36]=[CH:35][C:34]([Cl:37])=[CH:33][CH:32]=3)([CH3:30])[N:19]=[C:18]2[C:38]2[CH:39]=[N:40][C:41]([C:47]([CH3:50])([CH3:49])[CH3:48])=[CH:42][C:43]=2[O:44][CH2:45][CH3:46])=[O:16])[CH2:10][CH2:9]1)(=[O:60])[NH2:61]. The yield is 0.740. (3) The reactants are [NH2:1][OH:2].C1COCC1.C[O:9][C:10](=O)[CH:11]([N:16]([CH3:31])[C:17]([C:19]1[CH:24]=[CH:23][C:22]([C:25]2[CH:30]=[CH:29][CH:28]=[CH:27][CH:26]=2)=[CH:21][CH:20]=1)=[O:18])[C:12]([NH:14][CH3:15])=[O:13]. The catalyst is C(O)C. The product is [C:22]1([C:25]2[CH:26]=[CH:27][CH:28]=[CH:29][CH:30]=2)[CH:21]=[CH:20][C:19]([C:17]([N:16]([CH3:31])[CH:11]([C:12]([NH:14][CH3:15])=[O:13])[C:10]([NH:1][OH:2])=[O:9])=[O:18])=[CH:24][CH:23]=1. The yield is 0.590.